The task is: Predict which catalyst facilitates the given reaction.. This data is from Catalyst prediction with 721,799 reactions and 888 catalyst types from USPTO. (1) Reactant: CS([C:5]1[N:10]=[C:9]([C:11]2[N:15]3[CH:16]=[CH:17][CH:18]=[CH:19][C:14]3=[N:13][C:12]=2[C:20]2[CH:25]=[CH:24][CH:23]=[C:22]([CH3:26])[N:21]=2)[CH:8]=[CH:7][N:6]=1)(=O)=O.[N:27]1(NCCC)[CH:31]=[CH:30][N:29]=[CH:28]1. Product: [N:27]1([CH2:9][CH2:8][CH2:7][NH:6][C:5]2[N:10]=[C:9]([C:11]3[N:15]4[CH:16]=[CH:17][CH:18]=[CH:19][C:14]4=[N:13][C:12]=3[C:20]3[CH:25]=[CH:24][CH:23]=[C:22]([CH3:26])[N:21]=3)[CH:8]=[CH:7][N:6]=2)[CH:31]=[CH:30][N:29]=[CH:28]1. The catalyst class is: 23. (2) Reactant: [CH3:1][C:2]1[NH:3][C:4]([CH:7]=[O:8])=[CH:5][N:6]=1.[C:9](=O)([O-])[O-].[K+].[K+].C1(C)C=CC(S(OC)(=O)=O)=CC=1.[OH-].[Na+]. Product: [CH3:9][N:3]1[C:4]([CH:7]=[O:8])=[CH:5][N:6]=[C:2]1[CH3:1]. The catalyst class is: 18. (3) Reactant: Cl.[CH3:2][O:3][C@:4]1([CH3:19])[C@:15]([O:17][CH3:18])([CH3:16])[O:14][C@@H:7]2[CH2:8][NH:9][CH2:10][C@H:11]([CH2:12][OH:13])[C@H:6]2[O:5]1.C([O-])([O-])=O.[K+].[K+].[CH2:26](Cl)[C:27]1[CH:32]=[CH:31][CH:30]=[CH:29][CH:28]=1. Product: [CH2:26]([N:9]1[CH2:10][C@H:11]([CH2:12][OH:13])[C@H:6]2[O:5][C@@:4]([O:3][CH3:2])([CH3:19])[C@:15]([O:17][CH3:18])([CH3:16])[O:14][C@@H:7]2[CH2:8]1)[C:27]1[CH:32]=[CH:31][CH:30]=[CH:29][CH:28]=1. The catalyst class is: 3.